This data is from Full USPTO retrosynthesis dataset with 1.9M reactions from patents (1976-2016). The task is: Predict the reactants needed to synthesize the given product. (1) Given the product [C:1]1([CH:7]([C:11]2[CH:12]=[CH:13][C:14]([C:17]3[CH:22]=[CH:21][CH:20]=[CH:19][CH:18]=3)=[CH:15][CH:16]=2)[CH2:8][CH:9]=[O:10])[CH:2]=[CH:3][CH:4]=[CH:5][CH:6]=1, predict the reactants needed to synthesize it. The reactants are: [C:1]1([CH:7]([C:11]2[CH:16]=[CH:15][C:14]([C:17]3[CH:22]=[CH:21][CH:20]=[CH:19][CH:18]=3)=[CH:13][CH:12]=2)[CH2:8][CH2:9][OH:10])[CH:6]=[CH:5][CH:4]=[CH:3][CH:2]=1.CC(OI1(OC(C)=O)(OC(C)=O)OC(=O)C2C=CC=CC1=2)=O. (2) Given the product [F:12][C:13]([F:36])([F:37])[C:14]1[CH:15]=[C:16]([CH:29]=[C:30]([C:32]([F:34])([F:33])[F:35])[CH:31]=1)[CH2:17][O:18][CH2:19][CH:20]([C:23]1[CH:28]=[CH:27][CH:26]=[CH:25][CH:24]=1)[CH2:21][NH:22][C:8]([CH:2]1[CH2:3][CH2:4][N:5]([CH3:38])[CH2:6][CH2:7]1)=[O:10], predict the reactants needed to synthesize it. The reactants are: C[C:2]1([C:8]([OH:10])=O)[CH2:7][CH2:6][NH:5][CH2:4][CH2:3]1.Cl.[F:12][C:13]([F:37])([F:36])[C:14]1[CH:15]=[C:16]([CH:29]=[C:30]([C:32]([F:35])([F:34])[F:33])[CH:31]=1)[CH2:17][O:18][CH2:19][CH:20]([C:23]1[CH:28]=[CH:27][CH:26]=[CH:25][CH:24]=1)[CH2:21][NH2:22].[CH2:38](N(CC)CC)C.CCN=C=NCCCN(C)C.Cl. (3) Given the product [Br:1][C:2]1[S:6][C:5]([C:7]([O:9][CH3:10])=[O:8])=[C:4]([NH:11][CH2:12][CH3:13])[CH:3]=1, predict the reactants needed to synthesize it. The reactants are: [Br:1][C:2]1[S:6][C:5]([C:7]([O:9][CH3:10])=[O:8])=[C:4]([NH:11][C:12](=O)[C:13](F)(F)F)[CH:3]=1.ICC.C(=O)([O-])[O-].[Cs+].[Cs+].C(=O)([O-])[O-].[K+].[K+]. (4) Given the product [CH3:14][O:12][C:11]([C:9]1[S:10][C:6]([C:3]([CH3:4])([CH3:5])[CH2:2][OH:1])=[CH:7][CH:8]=1)=[O:13], predict the reactants needed to synthesize it. The reactants are: [OH:1][CH2:2][C:3]([C:6]1[S:10][C:9]([C:11]([OH:13])=[O:12])=[CH:8][CH:7]=1)([CH3:5])[CH3:4].[C:14]([O-])([O-])=O.[K+].[K+].IC.O. (5) Given the product [F:31][C:28]1[CH:29]=[CH:30][C:25]([C@:4]2([CH2:1][CH2:2][CH2:3][OH:36])[O:9][C:8](=[O:10])[N:7]([C@H:11]([C:13]3[CH:14]=[CH:15][C:16]([O:19][CH2:20][C:21]([F:23])([F:24])[F:22])=[CH:17][CH:18]=3)[CH3:12])[CH2:6][CH2:5]2)=[CH:26][CH:27]=1, predict the reactants needed to synthesize it. The reactants are: [CH2:1]([C@@:4]1([C:25]2[CH:30]=[CH:29][C:28]([F:31])=[CH:27][CH:26]=2)[O:9][C:8](=[O:10])[N:7]([C@H:11]([C:13]2[CH:18]=[CH:17][C:16]([O:19][CH2:20][C:21]([F:24])([F:23])[F:22])=[CH:15][CH:14]=2)[CH3:12])[CH2:6][CH2:5]1)[CH:2]=[CH2:3].B.C1C[O:36]CC1. (6) The reactants are: [C:1]1([NH:7][C:8]2[C:13]([C:14](=[O:17])[CH2:15][CH3:16])=[CH:12][CH:11]=[CH:10][N:9]=2)[CH:6]=[CH:5][CH:4]=[CH:3][CH:2]=1.C[Si]([N-][Si](C)(C)C)(C)C.[Na+].[O:28]1[CH:32]=[CH:31][N:30]=[C:29]1[C:33](Cl)=O. Given the product [CH3:16][C:15]1[C:14](=[O:17])[C:13]2[C:8](=[N:9][CH:10]=[CH:11][CH:12]=2)[N:7]([C:1]2[CH:6]=[CH:5][CH:4]=[CH:3][CH:2]=2)[C:33]=1[C:29]1[O:28][CH:32]=[CH:31][N:30]=1, predict the reactants needed to synthesize it. (7) Given the product [Br:24][CH:12]([CH2:22][CH3:23])[C:13]([NH:15][C:16]([CH3:21])([CH3:20])[C:17]#[C:18][CH3:19])=[O:14], predict the reactants needed to synthesize it. The reactants are: N1C2C(=CC(O[CH:12]([CH2:22][CH3:23])[C:13]([NH:15][C:16]([CH3:21])([CH3:20])[C:17]#[C:18][CH3:19])=[O:14])=CC=2)C=CC=1.[Br:24]C(CC)C(Br)=O.C(N(CC)CC)C.O.